This data is from Forward reaction prediction with 1.9M reactions from USPTO patents (1976-2016). The task is: Predict the product of the given reaction. The product is: [NH2:16][C:7]1[CH:8]=[C:9]([C:12]([O:14][CH3:15])=[O:13])[CH:10]=[C:11]2[C:6]=1[CH:5]=[N:4][N:3]2[CH2:1][CH3:2]. Given the reactants [CH2:1]([N:3]1[C:11]2[C:6](=[C:7]([N+:16]([O-])=O)[CH:8]=[C:9]([C:12]([O:14][CH3:15])=[O:13])[CH:10]=2)[CH:5]=[N:4]1)[CH3:2], predict the reaction product.